This data is from Forward reaction prediction with 1.9M reactions from USPTO patents (1976-2016). The task is: Predict the product of the given reaction. (1) The product is: [CH3:1][O:2][C:3]([C:5]1[C:18]([NH:19][C:20]2[CH:25]=[CH:24][C:23]([Br:26])=[CH:22][C:21]=2[Cl:27])=[C:17]([F:28])[C:8]2[N:9]=[CH:10][N:11]([CH2:12][CH2:13][C:14](=[O:15])[N:35]3[CH2:30][CH2:29][CH2:34][CH2:33]3)[C:7]=2[CH:6]=1)=[O:4]. Given the reactants [CH3:1][O:2][C:3]([C:5]1[C:18]([NH:19][C:20]2[CH:25]=[CH:24][C:23]([Br:26])=[CH:22][C:21]=2[Cl:27])=[C:17]([F:28])[C:8]2[N:9]=[CH:10][N:11]([CH2:12][CH2:13][C:14](O)=[O:15])[C:7]=2[CH:6]=1)=[O:4].[CH:29]1[CH:30]=CC2N(O)N=[N:35][C:33]=2[CH:34]=1.O.CCN(CC)CC.N1CCCC1.CCN=C=NCCCN(C)C, predict the reaction product. (2) Given the reactants Cl[C:2]1[C:3]([C:16]2[CH:21]=[CH:20][CH:19]=[CH:18][CH:17]=2)=[N:4][C:5]2[C:10]([N:11]=1)=[CH:9][C:8]([C:12]([O:14][CH3:15])=[O:13])=[CH:7][CH:6]=2.[C:22]1(B(O)O)[C:31]2[C:26](=[CH:27][CH:28]=[CH:29][CH:30]=2)[CH:25]=[CH:24][CH:23]=1, predict the reaction product. The product is: [C:30]1([C:2]2[C:3]([C:16]3[CH:21]=[CH:20][CH:19]=[CH:18][CH:17]=3)=[N:4][C:5]3[C:10]([N:11]=2)=[CH:9][C:8]([C:12]([O:14][CH3:15])=[O:13])=[CH:7][CH:6]=3)[C:31]2[C:26](=[CH:25][CH:24]=[CH:23][CH:22]=2)[CH:27]=[CH:28][CH:29]=1. (3) Given the reactants [Br:1][C:2]1[CH:3]=[C:4]2[NH:10][CH:9]=[CH:8][C:5]2=[N:6][CH:7]=1.C(=O)([O-])[O-].[Cs+].[Cs+].FC(F)(F)S(O[CH2:23][C:24]1([F:32])[CH2:29][CH2:28][C:27]([F:31])([F:30])[CH2:26][CH2:25]1)(=O)=O, predict the reaction product. The product is: [Br:1][C:2]1[CH:3]=[C:4]2[N:10]([CH2:23][C:24]3([F:32])[CH2:29][CH2:28][C:27]([F:31])([F:30])[CH2:26][CH2:25]3)[CH:9]=[CH:8][C:5]2=[N:6][CH:7]=1. (4) Given the reactants [F:1][C:2]1[CH:11]=[C:10]2[C:5]([CH2:6][CH2:7][CH2:8][C:9]2=O)=[CH:4][CH:3]=1.B(F)(F)F.CCOCC.[CH2:22]([SH:25])[CH2:23][SH:24], predict the reaction product. The product is: [F:1][C:2]1[CH:11]=[C:10]2[C:5]([CH2:6][CH2:7][CH2:8][C:9]32[S:25][CH2:22][CH2:23][S:24]3)=[CH:4][CH:3]=1. (5) Given the reactants Cl[CH2:2][C:3]1[N:4]=[C:5]([CH:8]2[CH2:10][CH2:9]2)[O:6][CH:7]=1.[K].[C:12]1(=[O:22])[NH:16][C:15](=[O:17])[C:14]2=[CH:18][CH:19]=[CH:20][CH:21]=[C:13]12.O, predict the reaction product. The product is: [CH:8]1([C:5]2[O:6][CH:7]=[C:3]([CH2:2][N:16]3[C:12](=[O:22])[C:13]4[C:14](=[CH:18][CH:19]=[CH:20][CH:21]=4)[C:15]3=[O:17])[N:4]=2)[CH2:10][CH2:9]1. (6) The product is: [NH2:10][C:5]1[C:4]([NH:3][CH2:1][CH3:2])=[CH:9][CH:8]=[CH:7][N:6]=1. Given the reactants [CH2:1]([NH:3][C:4]1[C:5]([N+:10]([O-])=O)=[N:6][CH:7]=[CH:8][CH:9]=1)[CH3:2].C(OCC)(=O)C, predict the reaction product. (7) The product is: [I:1][C:2]1[CH:3]=[CH:4][C:5]([CH2:8][C:9]([NH:12][C:13]2[CH:17]=[CH:16][S:15][C:14]=2[C:18]([NH2:20])=[O:19])=[O:11])=[CH:6][CH:7]=1. Given the reactants [I:1][C:2]1[CH:7]=[CH:6][C:5]([CH2:8][C:9]([OH:11])=O)=[CH:4][CH:3]=1.[NH2:12][C:13]1[CH:17]=[CH:16][S:15][C:14]=1[C:18]([NH2:20])=[O:19], predict the reaction product.